This data is from Full USPTO retrosynthesis dataset with 1.9M reactions from patents (1976-2016). The task is: Predict the reactants needed to synthesize the given product. (1) Given the product [F:26][C:27]1[CH:32]=[C:31]([F:33])[CH:30]=[CH:29][C:28]=1[CH:34]([C:22]1[C:21]2[C:25](=[C:17]([CH2:16][S:13]([CH3:12])(=[O:15])=[O:14])[CH:18]=[CH:19][CH:20]=2)[NH:24][CH:23]=1)[CH:35]1[CH2:37][CH:36]1[C:38]#[N:39], predict the reactants needed to synthesize it. The reactants are: [Cl-].[In+3].[Cl-].[Cl-].FC(F)(F)C(O)=O.[CH3:12][S:13]([CH2:16][C:17]1[CH:18]=[CH:19][CH:20]=[C:21]2[C:25]=1[NH:24][CH:23]=[CH:22]2)(=[O:15])=[O:14].[F:26][C:27]1[CH:32]=[C:31]([F:33])[CH:30]=[CH:29][C:28]=1[CH:34](O)[CH:35]1[CH2:37][CH:36]1[C:38]#[N:39]. (2) Given the product [ClH:35].[NH2:21][CH2:20][C:9]1[N:10]([CH2:16][CH:17]([CH3:18])[CH3:19])[C:11](=[O:15])[C:12]2[C:7]([C:8]=1[O:29][CH2:30][CH2:31][CH2:32][CH3:33])=[CH:6][C:5]([O:4][CH2:3][C:2]([NH2:1])=[O:34])=[CH:14][CH:13]=2, predict the reactants needed to synthesize it. The reactants are: [NH2:1][C:2](=[O:34])[CH2:3][O:4][C:5]1[CH:6]=[C:7]2[C:12](=[CH:13][CH:14]=1)[C:11](=[O:15])[N:10]([CH2:16][CH:17]([CH3:19])[CH3:18])[C:9]([CH2:20][NH:21]C(=O)OC(C)(C)C)=[C:8]2[O:29][CH2:30][CH2:31][CH2:32][CH3:33].[ClH:35].